Dataset: Full USPTO retrosynthesis dataset with 1.9M reactions from patents (1976-2016). Task: Predict the reactants needed to synthesize the given product. (1) Given the product [F:8][C:9]1[C:14]([F:15])=[CH:13][CH:12]=[CH:11][C:10]=1[C@H:16]1[CH2:22][N:21]2[C:23]([CH2:26][C:27]([F:30])([F:28])[F:29])=[CH:24][N:25]=[C:20]2[C@H:19]([NH:31][C:33]([N:52]2[CH2:53][CH2:54][C:49]3([C:45](=[O:55])[NH:46][CH2:47][CH2:48]3)[CH2:50][CH2:51]2)=[O:34])[CH2:18][CH2:17]1, predict the reactants needed to synthesize it. The reactants are: C(N(CC)CC)C.[F:8][C:9]1[C:14]([F:15])=[CH:13][CH:12]=[CH:11][C:10]=1[C@H:16]1[CH2:22][N:21]2[C:23]([CH2:26][C:27]([F:30])([F:29])[F:28])=[CH:24][N:25]=[C:20]2[C@H:19]([NH2:31])[CH2:18][CH2:17]1.Cl[C:33](OC1C=CC([N+]([O-])=O)=CC=1)=[O:34].[C:45]1(=[O:55])[C:49]2([CH2:54][CH2:53][NH:52][CH2:51][CH2:50]2)[CH2:48][CH2:47][NH:46]1.C(=O)([O-])[O-].[Na+].[Na+]. (2) Given the product [NH2:1][C:2]1[N:7]=[CH:6][N:5]=[C:4]2[N:8]([CH:12]3[CH2:16][CH:15]([OH:17])[CH:14]=[CH:13]3)[N:9]=[C:10]([C:24]3[CH:23]=[CH:22][C:21]([NH:35][C:36](=[O:48])[C:37]4[CH:42]=[CH:41][C:40]([C:43]([F:45])([F:46])[F:44])=[CH:39][C:38]=4[F:47])=[C:20]([O:19][CH3:18])[CH:25]=3)[C:3]=12, predict the reactants needed to synthesize it. The reactants are: [NH2:1][C:2]1[N:7]=[CH:6][N:5]=[C:4]2[N:8]([CH:12]3[CH2:16][CH:15]([OH:17])[CH:14]=[CH:13]3)[N:9]=[C:10](I)[C:3]=12.[CH3:18][O:19][C:20]1[CH:25]=[C:24](B2OC(C)(C)C(C)(C)O2)[CH:23]=[CH:22][C:21]=1[NH:35][C:36](=[O:48])[C:37]1[CH:42]=[CH:41][C:40]([C:43]([F:46])([F:45])[F:44])=[CH:39][C:38]=1[F:47].O.C(=O)([O-])[O-].[Na+].[Na+]. (3) Given the product [CH:16]1([CH2:15][O:14][C:3]2[C:2]([C:24]3[CH:23]=[CH:22][C:21](=[O:35])[N:20]([CH3:19])[CH:25]=3)=[CH:7][N:6]([CH2:8][S:9]([CH3:12])(=[O:11])=[O:10])[C:5](=[O:13])[CH:4]=2)[CH2:18][CH2:17]1, predict the reactants needed to synthesize it. The reactants are: Br[C:2]1[C:3]([O:14][CH2:15][CH:16]2[CH2:18][CH2:17]2)=[CH:4][C:5](=[O:13])[N:6]([CH2:8][S:9]([CH3:12])(=[O:11])=[O:10])[CH:7]=1.[CH3:19][N:20]1[CH:25]=[C:24](B2OC(C)(C)C(C)(C)O2)[CH:23]=[CH:22][C:21]1=[O:35].[O-]P([O-])([O-])=O.[K+].[K+].[K+]. (4) Given the product [CH3:1][C:2]1([C:9]([O:11][CH2:12][CH3:13])=[O:10])[O:3][CH2:4][C:5]([O:8][S:25]([C:24]([F:37])([F:36])[F:23])(=[O:27])=[O:26])=[CH:6][O:7]1, predict the reactants needed to synthesize it. The reactants are: [CH3:1][C:2]1([C:9]([O:11][CH2:12][CH3:13])=[O:10])[O:7][CH2:6][C:5](=[O:8])[CH2:4][O:3]1.C(N(C(C)C)C(C)C)C.[F:23][C:24]([F:37])([F:36])[S:25](O[S:25]([C:24]([F:37])([F:36])[F:23])(=[O:27])=[O:26])(=[O:27])=[O:26]. (5) Given the product [Cl:10][C:11]1[C:16]([CH2:17][N:18]2[CH2:23][CH2:22][N:21]([C:7]([CH:1]3[CH2:6][CH2:5][CH2:4][CH2:3][CH2:2]3)=[O:8])[C@@H:20]([CH3:24])[CH2:19]2)=[CH:15][CH:14]=[CH:13][C:12]=1[NH:25][C:26](=[O:35])[C:27]1[CH:32]=[CH:31][CH:30]=[C:29]([C:33]#[N:34])[CH:28]=1, predict the reactants needed to synthesize it. The reactants are: [CH:1]1([C:7](O)=[O:8])[CH2:6][CH2:5][CH2:4][CH2:3][CH2:2]1.[Cl:10][C:11]1[C:16]([CH2:17][N:18]2[CH2:23][CH2:22][NH:21][C@@H:20]([CH3:24])[CH2:19]2)=[CH:15][CH:14]=[CH:13][C:12]=1[NH:25][C:26](=[O:35])[C:27]1[CH:32]=[CH:31][CH:30]=[C:29]([C:33]#[N:34])[CH:28]=1.CN(C(ON1N=NC2C=CC=NC1=2)=[N+](C)C)C.F[P-](F)(F)(F)(F)F.CCN(C(C)C)C(C)C. (6) The reactants are: [F:1][C:2]1[CH:19]=[C:18]([I:20])[CH:17]=[CH:16][C:3]=1[NH:4][C:5]1[C:6]([C:13]([OH:15])=O)=[CH:7][N:8]([CH3:12])[C:9](=[O:11])[CH:10]=1.C1N=CN(C(N2C=NC=C2)=O)C=1.[NH2:33][CH2:34][CH:35]([OH:38])[CH2:36][OH:37]. Given the product [OH:38][CH:35]([CH2:36][OH:37])[CH2:34][NH:33][C:13]([C:6]1[C:5]([NH:4][C:3]2[CH:16]=[CH:17][C:18]([I:20])=[CH:19][C:2]=2[F:1])=[CH:10][C:9](=[O:11])[N:8]([CH3:12])[CH:7]=1)=[O:15], predict the reactants needed to synthesize it.